Dataset: Catalyst prediction with 721,799 reactions and 888 catalyst types from USPTO. Task: Predict which catalyst facilitates the given reaction. Reactant: [CH2:1]([C:3]1[C:28](=[O:29])[N:27]([C:30]2[CH:31]=[C:32]([NH:36]C(=O)OC(C)(C)C)[CH:33]=[CH:34][CH:35]=2)[C:6]2[N:7]=[C:8]([NH:11][C:12]3[CH:17]=[CH:16][C:15]([N:18]4[CH2:23][CH2:22][N:21]([CH3:24])[CH2:20][CH2:19]4)=[CH:14][C:13]=3[O:25][CH3:26])[N:9]=[CH:10][C:5]=2[CH:4]=1)[CH3:2].C(O)(C(F)(F)F)=O. Product: [NH2:36][C:32]1[CH:31]=[C:30]([N:27]2[C:6]3[N:7]=[C:8]([NH:11][C:12]4[CH:17]=[CH:16][C:15]([N:18]5[CH2:23][CH2:22][N:21]([CH3:24])[CH2:20][CH2:19]5)=[CH:14][C:13]=4[O:25][CH3:26])[N:9]=[CH:10][C:5]=3[CH:4]=[C:3]([CH2:1][CH3:2])[C:28]2=[O:29])[CH:35]=[CH:34][CH:33]=1. The catalyst class is: 2.